From a dataset of CYP1A2 inhibition data for predicting drug metabolism from PubChem BioAssay. Regression/Classification. Given a drug SMILES string, predict its absorption, distribution, metabolism, or excretion properties. Task type varies by dataset: regression for continuous measurements (e.g., permeability, clearance, half-life) or binary classification for categorical outcomes (e.g., BBB penetration, CYP inhibition). Dataset: cyp1a2_veith. (1) The drug is CN(C)C(=O)c1ccc(-c2nc(NCc3cccs3)c3ccccc3n2)cc1. The result is 1 (inhibitor). (2) The molecule is COc1cccc(C=NC=Nc2cccc(OC)c2)c1. The result is 1 (inhibitor). (3) The compound is O=C(CC1CCCCC1)Nc1ncn[nH]1. The result is 0 (non-inhibitor). (4) The molecule is CS(=O)(=O)N1CC(C(=O)NC2CCCC2)Oc2ccc(Cl)cc21. The result is 1 (inhibitor).